From a dataset of Forward reaction prediction with 1.9M reactions from USPTO patents (1976-2016). Predict the product of the given reaction. (1) Given the reactants Br[CH2:2][C:3]([C:5]1[CH:10]=[CH:9][C:8]([O:11][CH3:12])=[CH:7][CH:6]=1)=O.[N:13]1[C:18]([CH3:19])=[CH:17][CH:16]=[CH:15][C:14]=1[CH3:20].C(=O)([O-])[O-].[K+].[K+], predict the reaction product. The product is: [CH3:19][C:18]1[N:13]2[C:14]([CH:15]=[CH:16][CH:17]=1)=[CH:20][C:3]([C:5]1[CH:10]=[CH:9][C:8]([O:11][CH3:12])=[CH:7][CH:6]=1)=[CH:2]2. (2) Given the reactants FC(F)(F)S(O[C:7]1[CH2:8][CH:9]2[CH2:13][N:12]([C:14]([O:16][C:17]([CH3:20])([CH3:19])[CH3:18])=[O:15])[CH2:11][CH:10]2[CH:21]=1)(=O)=O.[C:24]([O-])(=O)C.[K+].Cl[C:30]1[N:35]=[C:34]2[N:36]([CH3:44])[C:37](=[O:43])[N:38]([CH2:39][CH:40]3[CH2:42][CH2:41]3)[C:33]2=[CH:32][CH:31]=1.C([O-])([O-])=O.[Cs+].[Cs+], predict the reaction product. The product is: [CH3:24][C:40]([CH3:41])([CH3:42])[CH2:39][N:38]1[C:33]2[C:34](=[N:35][C:30]([C:7]3[CH2:8][CH:9]4[CH2:13][N:12]([C:14]([O:16][C:17]([CH3:20])([CH3:19])[CH3:18])=[O:15])[CH2:11][CH:10]4[CH:21]=3)=[CH:31][CH:32]=2)[N:36]([CH3:44])[C:37]1=[O:43]. (3) Given the reactants [CH2:1]([N:8]1[CH2:12][CH2:11][CH:10]([C:13]2[CH:18]=[CH:17][C:16]([NH2:19])=[C:15]([F:20])[CH:14]=2)[CH2:9]1)[C:2]1[CH:7]=[CH:6][CH:5]=[CH:4][CH:3]=1.[CH:21]([C:24]1[CH:29]=[CH:28][C:27]([S:30](Cl)(=[O:32])=[O:31])=[CH:26][CH:25]=1)([CH3:23])[CH3:22].C(N(CC)CC)C, predict the reaction product. The product is: [CH2:1]([N:8]1[CH2:12][CH2:11][CH:10]([C:13]2[CH:18]=[CH:17][C:16]([NH:19][S:30]([C:27]3[CH:28]=[CH:29][C:24]([CH:21]([CH3:23])[CH3:22])=[CH:25][CH:26]=3)(=[O:32])=[O:31])=[C:15]([F:20])[CH:14]=2)[CH2:9]1)[C:2]1[CH:3]=[CH:4][CH:5]=[CH:6][CH:7]=1.